This data is from Forward reaction prediction with 1.9M reactions from USPTO patents (1976-2016). The task is: Predict the product of the given reaction. (1) Given the reactants [C:1]([NH:5][S:6]([C:9]1[C:10]([C:15]2[CH:20]=[CH:19][C:18](B3OC(C)(C)C(C)(C)O3)=[C:17]([F:30])[CH:16]=2)=[CH:11][CH:12]=[CH:13][CH:14]=1)(=[O:8])=[O:7])([CH3:4])([CH3:3])[CH3:2].Br[C:32]1[N:37]=[CH:36][C:35]([NH2:38])=[CH:34][CH:33]=1.C([O-])([O-])=O.[Na+].[Na+].C(Cl)Cl, predict the reaction product. The product is: [NH2:38][C:35]1[CH:34]=[CH:33][C:32]([C:18]2[CH:19]=[CH:20][C:15]([C:10]3[C:9]([S:6]([NH:5][C:1]([CH3:4])([CH3:3])[CH3:2])(=[O:8])=[O:7])=[CH:14][CH:13]=[CH:12][CH:11]=3)=[CH:16][C:17]=2[F:30])=[N:37][CH:36]=1. (2) Given the reactants Cl[C:2]1[CH:7]=[CH:6][C:5]([C:8]2[C:9](=[O:26])[N:10]([C:20]3[CH:25]=[CH:24][CH:23]=[CH:22][CH:21]=3)[CH:11]=[C:12]([C:14]3[CH:19]=[CH:18][CH:17]=[CH:16][N:15]=3)[CH:13]=2)=[CH:4][N:3]=1.C(=O)([O-])[O-].[K+].[K+].[CH2:33](B(CC)CC)[CH3:34].O, predict the reaction product. The product is: [CH2:33]([C:2]1[CH:7]=[CH:6][C:5]([C:8]2[C:9](=[O:26])[N:10]([C:20]3[CH:25]=[CH:24][CH:23]=[CH:22][CH:21]=3)[CH:11]=[C:12]([C:14]3[CH:19]=[CH:18][CH:17]=[CH:16][N:15]=3)[CH:13]=2)=[CH:4][N:3]=1)[CH3:34]. (3) The product is: [F:1][C:2]1[CH:7]=[C:6]([N+:8]([O-:10])=[O:9])[C:5]([F:11])=[CH:4][C:3]=1[CH:12]=[O:13]. Given the reactants [F:1][C:2]1[CH:7]=[C:6]([N+:8]([O-:10])=[O:9])[C:5]([F:11])=[CH:4][C:3]=1[CH2:12][OH:13], predict the reaction product. (4) Given the reactants [C:1]([O:5][C:6]([N:8]1[C:16]2[C:11](=[CH:12][C:13]([S:17][C:18]3[CH:23]=[CH:22][C:21]([C:24](=[O:33])[NH:25][C:26]4[CH:31]=[CH:30][C:29]([Br:32])=[CH:28][CH:27]=4)=[CH:20][C:19]=3[N+:34]([O-])=O)=[CH:14][CH:15]=2)[CH:10]=[CH:9]1)=[O:7])([CH3:4])([CH3:3])[CH3:2].[Cl-].[NH4+], predict the reaction product. The product is: [C:1]([O:5][C:6]([N:8]1[C:16]2[C:11](=[CH:12][C:13]([S:17][C:18]3[CH:23]=[CH:22][C:21]([C:24](=[O:33])[NH:25][C:26]4[CH:27]=[CH:28][C:29]([Br:32])=[CH:30][CH:31]=4)=[CH:20][C:19]=3[NH2:34])=[CH:14][CH:15]=2)[CH:10]=[CH:9]1)=[O:7])([CH3:4])([CH3:2])[CH3:3].